This data is from Reaction yield outcomes from USPTO patents with 853,638 reactions. The task is: Predict the reaction yield, written as a fraction of the theoretical maximum amount of product (1.0 means a 100% yield; for example, 0.34 means a 34% yield). (1) The reactants are [CH:1]([C:4]1[CH:9]=[CH:8][C:7]([CH:10]2[C:14]3[C:15]([CH3:22])=[C:16]([NH2:21])[C:17]([CH3:20])=[C:18]([CH3:19])[C:13]=3[O:12][C:11]2([CH3:24])[CH3:23])=[CH:6][CH:5]=1)([CH3:3])[CH3:2].[C:25](=[O:28])([O-])[O-:26].[Na+].[Na+]. The catalyst is O1CCCC1.[I-].C([N+](CCCC)(CCCC)CCCC)CCC. The product is [CH:1]([C:4]1[CH:9]=[CH:8][C:7]([CH:10]2[C:14]3[C:15]([CH3:22])=[C:16]([N:21]4[CH2:22][C:15]5[CH:16]=[C:17]6[O:26][CH2:25][O:28][C:18]6=[CH:13][C:14]=5[CH2:10]4)[C:17]([CH3:20])=[C:18]([CH3:19])[C:13]=3[O:12][C:11]2([CH3:24])[CH3:23])=[CH:6][CH:5]=1)([CH3:3])[CH3:2]. The yield is 0.330. (2) The reactants are [Cl:1][C:2]1[N:7]=[C:6]([CH2:8][C:9]([C:11]2[CH:19]=[C:18]3[C:14]([CH:15]=[CH:16][N:17]3[S:20]([C:23]3[CH:28]=[CH:27][CH:26]=[CH:25][CH:24]=3)(=[O:22])=[O:21])=[CH:13][CH:12]=2)=O)[CH:5]=[CH:4][N:3]=1.C1C(=O)N(Br)C(=O)C1.[C:37]([NH2:41])(=[S:40])[CH2:38][CH3:39]. The catalyst is C(Cl)Cl. The product is [Cl:1][C:2]1[N:7]=[C:6]([C:8]2[S:40][C:37]([CH2:38][CH3:39])=[N:41][C:9]=2[C:11]2[CH:19]=[C:18]3[C:14]([CH:15]=[CH:16][N:17]3[S:20]([C:23]3[CH:28]=[CH:27][CH:26]=[CH:25][CH:24]=3)(=[O:22])=[O:21])=[CH:13][CH:12]=2)[CH:5]=[CH:4][N:3]=1. The yield is 0.510. (3) The catalyst is O.OS(O)(=O)=O. The reactants are N[C:2]1[CH:3]=[C:4]([CH:9]=[C:10]([Br:12])[CH:11]=1)[C:5]([O:7]C)=[O:6].N([O-])=[O:14].[Na+]. The product is [Br:12][C:10]1[CH:9]=[C:4]([CH:3]=[C:2]([OH:14])[CH:11]=1)[C:5]([OH:7])=[O:6]. The yield is 0.780.